From a dataset of Full USPTO retrosynthesis dataset with 1.9M reactions from patents (1976-2016). Predict the reactants needed to synthesize the given product. (1) Given the product [F:1][C:2]([F:7])([F:6])[C:3]([OH:5])=[O:4].[F:41][C:38]([F:39])([F:40])[C:30]1[CH:29]=[C:28]([CH2:27][O:26][C@@H:17]2[CH2:18][CH2:19][C@@H:20]3[NH:15][C@@:16]2([C:42]2[CH:47]=[CH:46][CH:45]=[CH:44][CH:43]=2)[CH2:22][C@H:21]3[C:23]([OH:25])=[O:24])[CH:33]=[C:32]([C:34]([F:36])([F:37])[F:35])[CH:31]=1, predict the reactants needed to synthesize it. The reactants are: [F:1][C:2]([F:7])([F:6])[C:3]([OH:5])=[O:4].C([N:15]1[C@@H:20]2[C@H:21]([C:23]([OH:25])=[O:24])[CH2:22][C@@:16]1([C:42]1[CH:47]=[CH:46][CH:45]=[CH:44][CH:43]=1)[C@H:17]([O:26][CH2:27][C:28]1[CH:33]=[C:32]([C:34]([F:37])([F:36])[F:35])[CH:31]=[C:30]([C:38]([F:41])([F:40])[F:39])[CH:29]=1)[CH2:18][CH2:19]2)C1C=CC=CC=1. (2) The reactants are: [CH3:1][S:2][C:3]1[NH:4][C:5](=O)[CH:6]=[C:7]([C:9]([OH:11])=[O:10])[N:8]=1.[Cl-:13].[CH3:14]O. Given the product [CH3:14][O:11][C:9]([C:7]1[CH:6]=[C:5]([Cl:13])[N:4]=[C:3]([S:2][CH3:1])[N:8]=1)=[O:10], predict the reactants needed to synthesize it. (3) Given the product [CH:1]#[C:2][CH2:3][NH:4][C@H:5]1[C:9]2[CH:10]=[CH:11][CH:12]=[CH:13][C:8]=2[CH2:7][CH2:6]1.[P:14]([O-:18])([O-:17])([O-:16])=[O:15], predict the reactants needed to synthesize it. The reactants are: [CH:1]#[C:2][CH2:3][NH:4][C@H:5]1[C:9]2[CH:10]=[CH:11][CH:12]=[CH:13][C:8]=2[CH2:7][CH2:6]1.[P:14](=[O:18])([OH:17])([OH:16])[OH:15]. (4) Given the product [Cl:1][C:2]1[CH:3]=[CH:4][C:5]([CH:8]2[CH:9]([C:11]3[CH:16]=[CH:15][C:14]([N+:17]([O-:19])=[O:18])=[CH:13][CH:12]=3)[NH:10][C:28]([C:27]3[CH:33]=[CH:34][C:24]([O:23][CH3:22])=[CH:25][CH:26]=3)=[N:20]2)=[CH:6][CH:7]=1, predict the reactants needed to synthesize it. The reactants are: [Cl:1][C:2]1[CH:7]=[CH:6][C:5]([CH:8]([NH2:20])[CH:9]([C:11]2[CH:16]=[CH:15][C:14]([N+:17]([O-:19])=[O:18])=[CH:13][CH:12]=2)[NH2:10])=[CH:4][CH:3]=1.Cl.[CH3:22][O:23][C:24]1[CH:34]=[CH:33][C:27]([C:28](=N)OCC)=[CH:26][CH:25]=1.C(N(CC)CC)C.C(=O)([O-])[O-].[Na+].[Na+]. (5) The reactants are: CO[C:3](=O)[C@@H:4](C)[NH:5][C:6]1[C:11]([Br:12])=[CH:10][N:9]=[C:8]([Cl:13])[N:7]=1.[CH3:16][Mg]Br.[Cl-].[NH4+].C([O:23][CH2:24][CH3:25])C. Given the product [Br:12][C:11]1[C:6]([NH:5][C@H:4]([CH3:3])[C:24]([CH3:25])([OH:23])[CH3:16])=[N:7][C:8]([Cl:13])=[N:9][CH:10]=1, predict the reactants needed to synthesize it.